From a dataset of Catalyst prediction with 721,799 reactions and 888 catalyst types from USPTO. Predict which catalyst facilitates the given reaction. (1) Reactant: [Cl:1][C:2]1[C:3]([F:45])=[C:4]([C@@H:8]2[C@:12]([C:15]3[CH:20]=[CH:19][C:18]([Cl:21])=[CH:17][C:16]=3[F:22])([C:13]#[N:14])[C@H:11]([CH2:23][C:24]([CH3:27])([CH3:26])[CH3:25])[NH:10][C@H:9]2[C:28]([NH:30][C:31]2[CH:39]=[CH:38][C:34]([C:35]([OH:37])=[O:36])=[CH:33][C:32]=2OC(F)(F)F)=[O:29])[CH:5]=[CH:6][CH:7]=1.[CH:46]1([CH:49]=O)[CH2:48][CH2:47]1.CC(O)=O.C(O[BH-](OC(=O)C)OC(=O)C)(=O)C.[Na+]. Product: [Cl:1][C:2]1[C:3]([F:45])=[C:4]([C@H:8]2[C@H:9]3[N:10]([C@H:49]([CH:46]4[CH2:48][CH2:47]4)[N:30]([C:31]4[CH:39]=[CH:38][C:34]([C:35]([OH:37])=[O:36])=[CH:33][CH:32]=4)[C:28]3=[O:29])[C@@H:11]([CH2:23][C:24]([CH3:26])([CH3:25])[CH3:27])[C@@:12]2([C:15]2[CH:20]=[CH:19][C:18]([Cl:21])=[CH:17][C:16]=2[F:22])[C:13]#[N:14])[CH:5]=[CH:6][CH:7]=1. The catalyst class is: 2. (2) Product: [CH2:33]([O:35][C:36]1[C:39](=[O:40])[C:38](=[O:43])[C:37]=1[NH:1][C:2]1[CH:3]=[C:4]([C:8]2[CH:13]=[CH:12][C:11]([CH2:14][C@H:15]([NH:20][S:21]([C:24]3[C:29]([CH3:30])=[CH:28][C:27]([CH3:31])=[CH:26][C:25]=3[CH3:32])(=[O:23])=[O:22])[C:16]([O:18][CH3:19])=[O:17])=[CH:10][CH:9]=2)[CH:5]=[CH:6][CH:7]=1)[CH3:34]. Reactant: [NH2:1][C:2]1[CH:3]=[C:4]([C:8]2[CH:13]=[CH:12][C:11]([CH2:14][C@H:15]([NH:20][S:21]([C:24]3[C:29]([CH3:30])=[CH:28][C:27]([CH3:31])=[CH:26][C:25]=3[CH3:32])(=[O:23])=[O:22])[C:16]([O:18][CH3:19])=[O:17])=[CH:10][CH:9]=2)[CH:5]=[CH:6][CH:7]=1.[CH2:33]([O:35][C:36]1[C:37](=O)[C:38](=[O:43])[C:39]=1[O:40]CC)[CH3:34]. The catalyst class is: 259. (3) Reactant: CS(O[CH2:6][C:7]1[C:8]([Br:13])=[N:9][CH:10]=[CH:11][CH:12]=1)(=O)=O.C(=O)([O-])[O-].[K+].[K+].[NH:20]1[CH:24]=[CH:23][N:22]=[CH:21]1.O. Product: [Br:13][C:8]1[C:7]([CH2:6][N:20]2[CH:24]=[CH:23][N:22]=[CH:21]2)=[CH:12][CH:11]=[CH:10][N:9]=1. The catalyst class is: 8. (4) Reactant: [NH2:1][C:2]1[CH:7]=[CH:6][C:5]([CH2:8][C:9]([N:11]([CH2:14][CH3:15])[CH2:12][CH3:13])=O)=[CH:4][CH:3]=1.NC1C=CC(CC(N)=O)=CC=1.CSC.B.Cl.[OH-].[Na+]. Product: [CH2:14]([N:11]([CH2:12][CH3:13])[CH2:9][CH2:8][C:5]1[CH:4]=[CH:3][C:2]([NH2:1])=[CH:7][CH:6]=1)[CH3:15]. The catalyst class is: 1. (5) Reactant: [C:1]([C:3]1[CH:8]=[CH:7][C:6]([CH:9]([CH3:31])[C:10]([NH:12][CH2:13][C:14]2[C:15]([C:24]3[CH:25]=[C:26]([CH3:30])[CH:27]=[CH:28][CH:29]=3)=[N:16][C:17]([C:20]([F:23])([F:22])[F:21])=[CH:18][CH:19]=2)=[O:11])=[CH:5][CH:4]=1)#[N:2].[BH4-].[Na+]. Product: [NH2:2][CH2:1][C:3]1[CH:4]=[CH:5][C:6]([CH:9]([CH3:31])[C:10]([NH:12][CH2:13][C:14]2[C:15]([C:24]3[CH:25]=[C:26]([CH3:30])[CH:27]=[CH:28][CH:29]=3)=[N:16][C:17]([C:20]([F:23])([F:21])[F:22])=[CH:18][CH:19]=2)=[O:11])=[CH:7][CH:8]=1. The catalyst class is: 8. (6) Reactant: P(Br)(Br)[Br:2].O[CH2:6][C:7]1[S:8][C:9]2[C:16]([C:17]3[CH:18]=[C:19]([CH:25]=[CH:26][CH:27]=3)[C:20]([O:22][CH2:23][CH3:24])=[O:21])=[CH:15][CH:14]=[CH:13][C:10]=2[C:11]=1[CH3:12]. Product: [Br:2][CH2:6][C:7]1[S:8][C:9]2[C:16]([C:17]3[CH:18]=[C:19]([CH:25]=[CH:26][CH:27]=3)[C:20]([O:22][CH2:23][CH3:24])=[O:21])=[CH:15][CH:14]=[CH:13][C:10]=2[C:11]=1[CH3:12]. The catalyst class is: 27. (7) Reactant: [O:1]=[C:2]1[C:10](=[O:11])[C:9]2[C:4](=[CH:5][CH:6]=[C:7]([S:12][CH2:13][CH2:14][C:15]3[CH:25]=[CH:24][C:18]([C:19]([O:21]CC)=[O:20])=[CH:17][CH:16]=3)[CH:8]=2)[N:3]1[CH2:26][CH2:27][CH2:28][CH2:29][CH3:30].C(=O)([O-])[O-].[K+].[K+].Cl. Product: [O:1]=[C:2]1[C:10](=[O:11])[C:9]2[C:4](=[CH:5][CH:6]=[C:7]([S:12][CH2:13][CH2:14][C:15]3[CH:25]=[CH:24][C:18]([C:19]([OH:21])=[O:20])=[CH:17][CH:16]=3)[CH:8]=2)[N:3]1[CH2:26][CH2:27][CH2:28][CH2:29][CH3:30]. The catalyst class is: 24.